Dataset: Forward reaction prediction with 1.9M reactions from USPTO patents (1976-2016). Task: Predict the product of the given reaction. (1) Given the reactants [CH2:1]([NH:3][C:4]([C:6]1[C:10]([C:11]2[CH:16]=[CH:15][C:14]([CH2:17][N:18]3[CH2:23][CH2:22][O:21][CH2:20][CH2:19]3)=[CH:13][CH:12]=2)=[C:9]([C:24]2[CH:29]=[C:28]([CH:30]([CH3:32])[CH3:31])[C:27]([OH:33])=[CH:26][C:25]=2[OH:34])[O:8][N:7]=1)=[O:5])[CH3:2].[CH3:35][S:36]([OH:39])(=[O:38])=[O:37], predict the reaction product. The product is: [S:36]([OH:39])(=[O:38])(=[O:37])[CH3:35].[CH2:1]([NH:3][C:4]([C:6]1[C:10]([C:11]2[CH:16]=[CH:15][C:14]([CH2:17][N:18]3[CH2:23][CH2:22][O:21][CH2:20][CH2:19]3)=[CH:13][CH:12]=2)=[C:9]([C:24]2[CH:29]=[C:28]([CH:30]([CH3:31])[CH3:32])[C:27]([OH:33])=[CH:26][C:25]=2[OH:34])[O:8][N:7]=1)=[O:5])[CH3:2]. (2) Given the reactants [N:1]1([CH2:6][CH2:7][CH2:8][NH:9][C:10]([C:12]2[CH:17]=[CH:16][C:15]([N+:18]([O-])=O)=[CH:14][CH:13]=2)=[O:11])[CH:5]=[CH:4][N:3]=[CH:2]1, predict the reaction product. The product is: [N:1]1([CH2:6][CH2:7][CH2:8][NH:9][C:10]([C:12]2[CH:13]=[CH:14][C:15]([NH2:18])=[CH:16][CH:17]=2)=[O:11])[CH:5]=[CH:4][N:3]=[CH:2]1. (3) Given the reactants [Cl:1][C:2]1[CH:3]=[C:4]([NH:15][C:16]2[C:25]3[C:20](=[CH:21][C:22](F)=[C:23]([O:26][CH2:27][CH2:28][O:29][CH3:30])[CH:24]=3)[N:19]=[CH:18][C:17]=2[C:32]#[N:33])[CH:5]=[CH:6][C:7]=1[S:8][C:9]1[N:10]([CH3:14])[CH:11]=[CH:12][N:13]=1.[CH3:34][N:35]([CH3:40])[CH2:36][CH2:37][CH2:38][OH:39], predict the reaction product. The product is: [Cl:1][C:2]1[CH:3]=[C:4]([NH:15][C:16]2[C:25]3[C:20](=[CH:21][C:22]([O:39][CH2:38][CH2:37][CH2:36][N:35]([CH3:40])[CH3:34])=[C:23]([O:26][CH2:27][CH2:28][O:29][CH3:30])[CH:24]=3)[N:19]=[CH:18][C:17]=2[C:32]#[N:33])[CH:5]=[CH:6][C:7]=1[S:8][C:9]1[N:10]([CH3:14])[CH:11]=[CH:12][N:13]=1. (4) Given the reactants Br[C:2]1[CH:7]=[CH:6][C:5]([CH3:8])=[CH:4][N:3]=1.[C:9]1(B(O)O)[CH:14]=[CH:13][CH:12]=[CH:11][CH:10]=1, predict the reaction product. The product is: [CH3:8][C:5]1[CH:6]=[CH:7][C:2]([C:9]2[CH:14]=[CH:13][CH:12]=[CH:11][CH:10]=2)=[N:3][CH:4]=1. (5) Given the reactants O=[C:2]1[CH2:11][N:10]2[C@H:12]3[CH2:17][CH2:16][N:15]([C:18]([O:20][CH2:21][CH3:22])=[O:19])[CH2:14][C@H:13]3[C:8]3[C:9]2=C([CH:5]=[CH:6][CH:7]=3)N1.[H-].[Na+].CI.[CH3:27][N:28]([CH:30]=[O:31])[CH3:29], predict the reaction product. The product is: [CH3:2][CH:11]1[N:10]2[C:12]3[CH2:17][CH2:16][N:15]([C:18]([O:20][CH2:21][CH3:22])=[O:19])[CH2:14][C:13]=3[C:8]3[C:9]2=[C:27]([CH:5]=[CH:6][CH:7]=3)[N:28]([CH3:29])[C:30]1=[O:31]. (6) Given the reactants Cl[C:2]1[C:11]2[C:6](=[CH:7][C:8]([O:14][CH3:15])=[C:9]([O:12][CH3:13])[CH:10]=2)[N:5]=[C:4]([C:16]2[CH:21]=[CH:20][C:19]([Cl:22])=[CH:18][CH:17]=2)[N:3]=1.[NH2:23][C:24]1[CH:28]=[C:27]([C:29]([CH3:32])([CH3:31])[CH3:30])[Se:26][C:25]=1[C:33]([NH2:35])=[O:34].CN(C=O)C.[OH-].[Na+], predict the reaction product. The product is: [Cl:22][C:19]1[CH:20]=[CH:21][C:16]([C:4]2[N:3]=[C:2]([NH:23][C:24]3[CH:28]=[C:27]([C:29]([CH3:32])([CH3:30])[CH3:31])[Se:26][C:25]=3[C:33]([NH2:35])=[O:34])[C:11]3[C:6](=[CH:7][C:8]([O:14][CH3:15])=[C:9]([O:12][CH3:13])[CH:10]=3)[N:5]=2)=[CH:17][CH:18]=1.